Dataset: NCI-60 drug combinations with 297,098 pairs across 59 cell lines. Task: Regression. Given two drug SMILES strings and cell line genomic features, predict the synergy score measuring deviation from expected non-interaction effect. (1) Drug 1: C1=NC2=C(N=C(N=C2N1C3C(C(C(O3)CO)O)O)F)N. Drug 2: C1C(C(OC1N2C=NC(=NC2=O)N)CO)O. Cell line: EKVX. Synergy scores: CSS=-3.55, Synergy_ZIP=0.989, Synergy_Bliss=-1.41, Synergy_Loewe=-4.99, Synergy_HSA=-4.12. (2) Cell line: SNB-75. Drug 1: C1CCC(C1)C(CC#N)N2C=C(C=N2)C3=C4C=CNC4=NC=N3. Drug 2: C1=NC2=C(N1)C(=S)N=CN2. Synergy scores: CSS=-0.435, Synergy_ZIP=-8.40, Synergy_Bliss=-18.5, Synergy_Loewe=-45.6, Synergy_HSA=-21.5. (3) Drug 1: CCC1(CC2CC(C3=C(CCN(C2)C1)C4=CC=CC=C4N3)(C5=C(C=C6C(=C5)C78CCN9C7C(C=CC9)(C(C(C8N6C)(C(=O)OC)O)OC(=O)C)CC)OC)C(=O)OC)O.OS(=O)(=O)O. Drug 2: C1=NNC2=C1C(=O)NC=N2. Cell line: 786-0. Synergy scores: CSS=0.306, Synergy_ZIP=0.606, Synergy_Bliss=1.54, Synergy_Loewe=-1.30, Synergy_HSA=-1.07. (4) Drug 1: C1=CC(=CC=C1C#N)C(C2=CC=C(C=C2)C#N)N3C=NC=N3. Drug 2: C1CN(P(=O)(OC1)NCCCl)CCCl. Cell line: NCI-H322M. Synergy scores: CSS=2.35, Synergy_ZIP=-1.10, Synergy_Bliss=-1.28, Synergy_Loewe=-3.43, Synergy_HSA=-0.602. (5) Drug 1: C1=C(C(=O)NC(=O)N1)N(CCCl)CCCl. Drug 2: CC1=C(C(=CC=C1)Cl)NC(=O)C2=CN=C(S2)NC3=CC(=NC(=N3)C)N4CCN(CC4)CCO. Cell line: KM12. Synergy scores: CSS=9.84, Synergy_ZIP=-4.53, Synergy_Bliss=-6.93, Synergy_Loewe=0.444, Synergy_HSA=-2.20. (6) Drug 1: C1CN1P(=S)(N2CC2)N3CC3. Drug 2: CC(C)(C#N)C1=CC(=CC(=C1)CN2C=NC=N2)C(C)(C)C#N. Cell line: SK-OV-3. Synergy scores: CSS=6.45, Synergy_ZIP=0.346, Synergy_Bliss=3.00, Synergy_Loewe=-2.41, Synergy_HSA=-2.48. (7) Drug 1: C1=CC(=CC=C1C#N)C(C2=CC=C(C=C2)C#N)N3C=NC=N3. Drug 2: CS(=O)(=O)CCNCC1=CC=C(O1)C2=CC3=C(C=C2)N=CN=C3NC4=CC(=C(C=C4)OCC5=CC(=CC=C5)F)Cl. Cell line: LOX IMVI. Synergy scores: CSS=-9.50, Synergy_ZIP=2.36, Synergy_Bliss=-1.62, Synergy_Loewe=-11.1, Synergy_HSA=-10.7.